Dataset: Forward reaction prediction with 1.9M reactions from USPTO patents (1976-2016). Task: Predict the product of the given reaction. (1) The product is: [CH2:31]([C@H:28]([NH:27][C:23]1[N:22]=[C:21]([Cl:38])[N:20]=[C:19]2[C:24]=1[N:25]=[CH:26][N:18]2[C@H:8]1[C@H:7]([OH:39])[C@H:6]([OH:5])[C@@H:10]([C:11]2[O:15][N:14]=[C:13]([CH2:16][CH3:17])[CH:12]=2)[O:9]1)[CH2:29][OH:30])[C:32]1[CH:33]=[CH:34][CH:35]=[CH:36][CH:37]=1. Given the reactants Cl.C([O:5][C@@H:6]1[C@@H:10]([C:11]2[O:15][N:14]=[C:13]([CH2:16][CH3:17])[CH:12]=2)[O:9][C@@H:8]([N:18]2[CH:26]=[N:25][C:24]3[C:19]2=[N:20][C:21]([Cl:38])=[N:22][C:23]=3[NH:27][C@@H:28]([CH2:31][C:32]2[CH:37]=[CH:36][CH:35]=[CH:34][CH:33]=2)[CH2:29][OH:30])[C@@H:7]1[O:39]C(=O)C)(=O)C.C(=O)([O-])[O-].[K+].[K+], predict the reaction product. (2) Given the reactants Br[CH2:2][CH2:3][CH2:4][CH2:5][O:6][C:7]1[CH:8]=[CH:9][C:10]2[C:14]([C:15]3[CH:20]=[CH:19][C:18]([Br:21])=[CH:17][CH:16]=3)=[C:13]([CH3:22])[S:12][C:11]=2[CH:23]=1.[N-:24]=[N+:25]=[N-:26].[Na+], predict the reaction product. The product is: [N:24]([CH2:2][CH2:3][CH2:4][CH2:5][O:6][C:7]1[CH:8]=[CH:9][C:10]2[C:14]([C:15]3[CH:20]=[CH:19][C:18]([Br:21])=[CH:17][CH:16]=3)=[C:13]([CH3:22])[S:12][C:11]=2[CH:23]=1)=[N+:25]=[N-:26]. (3) Given the reactants [Br:1][C:2]1[CH:3]=[CH:4][C:5]([NH:8][C:9]([C:11]2[C:16]([NH:17][C:18]([C:20]3[CH:25]=[CH:24][C:23]([C:26]#[N:27])=[CH:22][CH:21]=3)=[O:19])=[C:15]([O:28][CH3:29])[C:14]([O:30][CH3:31])=[C:13]([O:32][CH3:33])[CH:12]=2)=[O:10])=[N:6][CH:7]=1.Cl.[CH3:35][NH:36][CH2:37][CH2:38]N, predict the reaction product. The product is: [Br:1][C:2]1[CH:3]=[CH:4][C:5]([NH:8][C:9]([C:11]2[C:16]([NH:17][C:18]([C:20]3[CH:25]=[CH:24][C:23]([C:26]4[N:36]([CH3:35])[CH2:37][CH2:38][N:27]=4)=[CH:22][CH:21]=3)=[O:19])=[C:15]([O:28][CH3:29])[C:14]([O:30][CH3:31])=[C:13]([O:32][CH3:33])[CH:12]=2)=[O:10])=[N:6][CH:7]=1. (4) The product is: [CH3:1][O:2][C:3]1[CH:4]=[C:5]([CH:11]([CH:17]=[O:18])[C:12]#[N:13])[CH:6]=[CH:7][C:8]=1[O:9][CH3:10]. Given the reactants [CH3:1][O:2][C:3]1[CH:4]=[C:5]([CH2:11][C:12]#[N:13])[CH:6]=[CH:7][C:8]=1[O:9][CH3:10].C[O-].[Na+].[CH:17](OCC)=[O:18], predict the reaction product. (5) The product is: [CH:26]1([CH2:25][N:9]2[C:10]3[C:6](=[CH:5][C:4]([N+:1]([O-:3])=[O:2])=[CH:12][CH:11]=3)[CH:7]=[C:8]2[C:13]([O:15][CH2:16][CH3:17])=[O:14])[CH2:28][CH2:27]1. Given the reactants [N+:1]([C:4]1[CH:5]=[C:6]2[C:10](=[CH:11][CH:12]=1)[NH:9][C:8]([C:13]([O:15][CH2:16][CH3:17])=[O:14])=[CH:7]2)([O-:3])=[O:2].C([O-])([O-])=O.[Cs+].[Cs+].Br[CH2:25][CH:26]1[CH2:28][CH2:27]1, predict the reaction product. (6) Given the reactants [Br:1][C:2]1[CH:3]=[C:4]([CH:7]=[CH:8][CH:9]=1)[CH2:5]Br.[NH:10]1[CH2:14][CH2:13][NH:12][C:11]1=[O:15].C(=O)([O-])[O-].[K+].[K+], predict the reaction product. The product is: [Br:1][C:2]1[CH:3]=[C:4]([CH:7]=[CH:8][CH:9]=1)[CH2:5][N:10]1[CH2:14][CH2:13][NH:12][C:11]1=[O:15].